Dataset: Peptide-MHC class I binding affinity with 185,985 pairs from IEDB/IMGT. Task: Regression. Given a peptide amino acid sequence and an MHC pseudo amino acid sequence, predict their binding affinity value. This is MHC class I binding data. The peptide sequence is KAAGAAVAL. The MHC is HLA-C03:03 with pseudo-sequence HLA-C03:03. The binding affinity (normalized) is 0.936.